From a dataset of Full USPTO retrosynthesis dataset with 1.9M reactions from patents (1976-2016). Predict the reactants needed to synthesize the given product. (1) The reactants are: Cl.[N+:2]([C:5]1[CH:10]=[CH:9][CH:8]=[CH:7][C:6]=1[N:11]1[CH2:16][CH2:15][NH:14][CH2:13][CH2:12]1)([O-:4])=[O:3].Cl[C:18]1[C:27]2[C:22](=[CH:23][C:24]([O:30][CH3:31])=[C:25]([O:28][CH3:29])[CH:26]=2)[N:21]=[C:20]([CH:32]2[CH2:34][CH2:33]2)[N:19]=1.C([O-])([O-])=O.[K+].[K+]. Given the product [CH:32]1([C:20]2[N:19]=[C:18]([N:14]3[CH2:13][CH2:12][N:11]([C:6]4[CH:7]=[CH:8][CH:9]=[CH:10][C:5]=4[N+:2]([O-:4])=[O:3])[CH2:16][CH2:15]3)[C:27]3[C:22](=[CH:23][C:24]([O:30][CH3:31])=[C:25]([O:28][CH3:29])[CH:26]=3)[N:21]=2)[CH2:34][CH2:33]1, predict the reactants needed to synthesize it. (2) Given the product [CH3:28][O:27][C:23](=[O:26])[CH2:24][CH2:25][N:7]1[C:6]2[CH:5]=[C:4]([CH3:16])[CH:3]=[C:2]([Cl:1])[C:11]=2[O:10][C@@H:9]([CH:12]([CH3:13])[CH3:14])[C:8]1=[O:15], predict the reactants needed to synthesize it. The reactants are: [Cl:1][C:2]1[C:11]2[O:10][C@@H:9]([CH:12]([CH3:14])[CH3:13])[C:8](=[O:15])[NH:7][C:6]=2[CH:5]=[C:4]([CH3:16])[CH:3]=1.C(=O)([O-])[O-].[K+].[K+].[C:23]([O:27][CH3:28])(=[O:26])[CH:24]=[CH2:25].C(O)(=O)CC(CC(O)=O)(C(O)=O)O. (3) Given the product [Br:13][C:7]1[CH:6]=[CH:5][N:4]=[C:3]([C:2]([F:11])([F:10])[F:1])[N:8]=1, predict the reactants needed to synthesize it. The reactants are: [F:1][C:2]([F:11])([F:10])[C:3]1[N:8]=[C:7](O)[CH:6]=[CH:5][N:4]=1.P(Br)(Br)[Br:13].